This data is from Forward reaction prediction with 1.9M reactions from USPTO patents (1976-2016). The task is: Predict the product of the given reaction. (1) Given the reactants C[O:2][C:3]1[CH:8]=[C:7]([C:9]([F:12])([F:11])[F:10])[CH:6]=[C:5]([N+:13]([O-:15])=[O:14])[CH:4]=1.N1C=CC=CC=1.Cl, predict the reaction product. The product is: [N+:13]([C:5]1[CH:4]=[C:3]([OH:2])[CH:8]=[C:7]([C:9]([F:10])([F:11])[F:12])[CH:6]=1)([O-:15])=[O:14]. (2) Given the reactants [CH2:1]([C:4]1[N:12]=[C:11]([O:13][CH3:14])[C:10]([NH:15][C:16]([N:18]2[CH2:23][CH2:22][N:21]([C:24]3[CH:29]=[C:28]([O:30][CH3:31])[CH:27]=[C:26]([O:32][CH3:33])[CH:25]=3)[CH2:20][CH2:19]2)=[O:17])=[CH:9][C:5]=1[C:6](O)=[O:7])[CH2:2][CH3:3].[CH:34]1[C:47]2[C:38](=[N:39][C:40]3[C:45]([C:46]=2[NH:48][C:49]2[CH:50]=[C:51]([NH:57][C:58](=[O:62])[CH:59]([NH2:61])[CH3:60])[CH:52]=[C:53]([CH2:55][OH:56])[CH:54]=2)=[CH:44][CH:43]=[CH:42][CH:41]=3)[CH:37]=[CH:36][CH:35]=1, predict the reaction product. The product is: [CH:44]1[C:45]2[C:40](=[N:39][C:38]3[C:47]([C:46]=2[NH:48][C:49]2[CH:50]=[C:51]([NH:57][C:58]([CH:59]([NH:61][C:6]([C:5]4[CH:9]=[C:10]([NH:15][C:16]([N:18]5[CH2:19][CH2:20][N:21]([C:24]6[CH:25]=[C:26]([O:32][CH3:33])[CH:27]=[C:28]([O:30][CH3:31])[CH:29]=6)[CH2:22][CH2:23]5)=[O:17])[C:11]([O:13][CH3:14])=[N:12][C:4]=4[CH2:1][CH2:2][CH3:3])=[O:7])[CH3:60])=[O:62])[CH:52]=[C:53]([CH2:55][OH:56])[CH:54]=2)=[CH:34][CH:35]=[CH:36][CH:37]=3)[CH:41]=[CH:42][CH:43]=1.